Dataset: Full USPTO retrosynthesis dataset with 1.9M reactions from patents (1976-2016). Task: Predict the reactants needed to synthesize the given product. Given the product [F:16][C:15]([F:18])([F:17])[C:42]([OH:43])=[O:39].[Cl:1][C:2]1[CH:3]=[C:4]([NH:19][C:20]2[C:30]3[CH:29]=[C:28]([C:31]([N:34]4[CH2:38][CH2:37][CH:36]([OH:39])[CH2:35]4)=[O:32])[CH2:27][CH2:26][NH:25][C:24]=3[N:23]=[CH:22][N:21]=2)[CH:5]=[CH:6][C:7]=1[O:8][C:9]1[CH:14]=[CH:13][CH:12]=[C:11]([C:15]([F:17])([F:16])[F:18])[CH:10]=1, predict the reactants needed to synthesize it. The reactants are: [Cl:1][C:2]1[CH:3]=[C:4]([NH:19][C:20]2[C:30]3[CH:29]=[C:28]([C:31](O)=[O:32])[CH2:27][CH2:26][NH:25][C:24]=3[N:23]=[CH:22][N:21]=2)[CH:5]=[CH:6][C:7]=1[O:8][C:9]1[CH:14]=[CH:13][CH:12]=[C:11]([C:15]([F:18])([F:17])[F:16])[CH:10]=1.[NH:34]1[CH2:38][CH2:37][CH:36]([OH:39])[CH2:35]1.CN(C)[CH:42]=[O:43].